From a dataset of Forward reaction prediction with 1.9M reactions from USPTO patents (1976-2016). Predict the product of the given reaction. (1) Given the reactants [CH3:1][O:2][C:3]([C:5]1[CH:9]=[C:8]([C:10]2[CH:15]=[CH:14][C:13]([Cl:16])=[C:12]([CH3:17])[CH:11]=2)[NH:7][N:6]=1)=[O:4].[H-].[Na+].[CH3:20][C:21]1[CH:28]=[CH:27][C:24]([CH2:25]Br)=[CH:23][CH:22]=1, predict the reaction product. The product is: [CH3:1][O:2][C:3]([C:5]1[CH:9]=[C:8]([C:10]2[CH:15]=[CH:14][C:13]([Cl:16])=[C:12]([CH3:17])[CH:11]=2)[N:7]([CH2:20][C:21]2[CH:28]=[CH:27][C:24]([CH3:25])=[CH:23][CH:22]=2)[N:6]=1)=[O:4]. (2) Given the reactants [OH:1][C@H:2]1[CH2:7][CH2:6][C@H:5]([C:8]2[CH:13]=[CH:12][C:11]([OH:14])=[CH:10][CH:9]=2)[CH2:4][CH2:3]1.[CH2:15](Br)[CH:16]=[CH2:17].C(=O)([O-])[O-].[K+].[K+].O, predict the reaction product. The product is: [CH2:17]([O:14][C:11]1[CH:10]=[CH:9][C:8]([C@H:5]2[CH2:4][CH2:3][C@H:2]([OH:1])[CH2:7][CH2:6]2)=[CH:13][CH:12]=1)[CH:16]=[CH2:15]. (3) The product is: [ClH:1].[CH2:8]([NH:5][CH2:4][C:3]([F:7])([F:6])[F:2])[CH3:9]. Given the reactants [ClH:1].[F:2][C:3]([F:7])([F:6])[CH2:4][NH2:5].[CH2:8](N(CC)CC)[CH3:9].C(=O)C.[BH4-].[Na+], predict the reaction product. (4) Given the reactants CN1CCOCC1.[N:8]1[CH:13]=[CH:12][CH:11]=[CH:10][C:9]=1[C:14]1[N:19]=[CH:18][C:17]([C:20]([OH:22])=O)=[CH:16][N:15]=1.Cl.[OH:24][C:25]([C:28]1[O:32][N:31]=[C:30]([C:33]2[CH:34]=[C:35]([CH:38]=[CH:39][CH:40]=2)[CH2:36][NH2:37])[N:29]=1)([CH3:27])[CH3:26].[Cl-].COC1N=C(OC)N=C([N+]2(C)CCOCC2)N=1, predict the reaction product. The product is: [OH:24][C:25]([C:28]1[O:32][N:31]=[C:30]([C:33]2[CH:34]=[C:35]([CH:38]=[CH:39][CH:40]=2)[CH2:36][NH:37][C:20]([C:17]2[CH:18]=[N:19][C:14]([C:9]3[CH:10]=[CH:11][CH:12]=[CH:13][N:8]=3)=[N:15][CH:16]=2)=[O:22])[N:29]=1)([CH3:27])[CH3:26]. (5) Given the reactants O.[OH-].[Li+].[F:4][C:5]1[CH:10]=[C:9]([N:11](S(C2C=CC=CC=2[N+]([O-])=O)(=O)=O)[CH2:12][C:13]2[CH:22]=[CH:21][CH:20]=[C:19]3[C:14]=2[CH2:15][CH2:16][CH2:17][N:18]3[CH2:23][CH2:24][CH2:25][C:26]2[CH:31]=[CH:30][CH:29]=[CH:28][CH:27]=2)[CH:8]=[CH:7][C:6]=1[CH2:44][CH2:45][C:46]([O:48][CH2:49][CH3:50])=[O:47].SCC(O)=O.C(=O)(O)[O-].[Na+], predict the reaction product. The product is: [F:4][C:5]1[CH:10]=[C:9]([NH:11][CH2:12][C:13]2[CH:22]=[CH:21][CH:20]=[C:19]3[C:14]=2[CH2:15][CH2:16][CH2:17][N:18]3[CH2:23][CH2:24][CH2:25][C:26]2[CH:31]=[CH:30][CH:29]=[CH:28][CH:27]=2)[CH:8]=[CH:7][C:6]=1[CH2:44][CH2:45][C:46]([O:48][CH2:49][CH3:50])=[O:47]. (6) The product is: [CH3:1][O:2][C:3]([C:5]1([CH2:10][OH:11])[CH2:6][CH2:7][CH2:8][CH2:9]1)=[O:4]. Given the reactants [CH3:1][O:2][C:3]([C:5]1([C:10](O)=[O:11])[CH2:9][CH2:8][CH2:7][CH2:6]1)=[O:4].C(N(CC)CC)C.ClC(OCC(C)C)=O, predict the reaction product. (7) Given the reactants [I:1][C:2]1[C:6]2=[N:7][CH:8]=[C:9]([C:11]3[C:12]([CH3:17])=[N:13][O:14][C:15]=3[CH3:16])[CH:10]=[C:5]2[NH:4][CH:3]=1.[N:18]1[CH:23]=[CH:22][CH:21]=[CH:20][C:19]=1[C:24](O)([CH3:26])[CH3:25].O(P(C1C=CC=CC=1)C1C=CC=CC=1)C1C=CC=CC=1.C(OC(/N=N/C(=O)OCC)=O)C, predict the reaction product. The product is: [I:1][C:2]1[C:6]2=[N:7][CH:8]=[C:9]([C:11]3[C:12]([CH3:17])=[N:13][O:14][C:15]=3[CH3:16])[CH:10]=[C:5]2[N:4]([C:24]([CH3:26])([C:19]2[CH:20]=[CH:21][CH:22]=[CH:23][N:18]=2)[CH3:25])[CH:3]=1. (8) Given the reactants [F:1][C:2]([F:8])([F:7])[C:3](=[O:6])[CH2:4][CH3:5].C[Si]([C:13]#[N:14])(C)C.[N-:15]=[N+:16]=[N-:17].[Na+], predict the reaction product. The product is: [F:1][C:2]([F:8])([F:7])[C:3]([C:13]1[N:14]=[N:15][NH:16][N:17]=1)([OH:6])[CH2:4][CH3:5]. (9) Given the reactants [Cl:1][C:2]1[CH:30]=[C:29]([Cl:31])[CH:28]=[CH:27][C:3]=1[CH2:4][N:5]1[C:9]2[CH:10]=[C:11]([O:15][CH2:16][CH2:17][C:18]([CH3:25])([CH3:24])[C:19]([O:21]CC)=[O:20])[CH:12]=[C:13]([CH3:14])[C:8]=2[N:7]=[C:6]1[CH3:26].[OH-].[Na+].Cl, predict the reaction product. The product is: [Cl:1][C:2]1[CH:30]=[C:29]([Cl:31])[CH:28]=[CH:27][C:3]=1[CH2:4][N:5]1[C:9]2[CH:10]=[C:11]([O:15][CH2:16][CH2:17][C:18]([CH3:25])([CH3:24])[C:19]([OH:21])=[O:20])[CH:12]=[C:13]([CH3:14])[C:8]=2[N:7]=[C:6]1[CH3:26]. (10) The product is: [CH2:1]([O:3][C:4](=[O:24])[CH2:5][O:6][C:7]1[CH:12]=[CH:11][C:10]([S:13][CH2:14][C:15]2[CH:20]=[C:19]([O:21][CH2:28][CH:25]3[CH2:27][CH2:26]3)[CH:18]=[C:17]([Br:22])[CH:16]=2)=[CH:9][C:8]=1[CH3:23])[CH3:2]. Given the reactants [CH2:1]([O:3][C:4](=[O:24])[CH2:5][O:6][C:7]1[CH:12]=[CH:11][C:10]([S:13][CH2:14][C:15]2[CH:20]=[C:19]([OH:21])[CH:18]=[C:17]([Br:22])[CH:16]=2)=[CH:9][C:8]=1[CH3:23])[CH3:2].[CH:25]1([CH2:28]O)[CH2:27][CH2:26]1.C(P(CCCC)CCCC)CCC.N(C(N1CCCCC1)=O)=NC(N1CCCCC1)=O, predict the reaction product.